From a dataset of Forward reaction prediction with 1.9M reactions from USPTO patents (1976-2016). Predict the product of the given reaction. (1) Given the reactants Br[C:2]1[C:10]2[C:5](=[CH:6][C:7]([S:11]([N:14]([CH2:20][C:21]3[CH:26]=[CH:25][C:24]([O:27][CH3:28])=[CH:23][C:22]=3[O:29][CH3:30])[C:15]3[S:19][N:18]=[CH:17][N:16]=3)(=[O:13])=[O:12])=[CH:8][CH:9]=2)[NH:4][CH:3]=1.[Cl:31][C:32]1[CH:37]=[CH:36][C:35](B(O)O)=[C:34]([C:41]2[N:45]([CH3:46])[N:44]=[CH:43][CH:42]=2)[CH:33]=1.P([O-])([O-])([O-])=O.[K+].[K+].[K+], predict the reaction product. The product is: [Cl:31][C:32]1[CH:37]=[CH:36][C:35]([C:2]2[C:10]3[C:5](=[CH:6][C:7]([S:11]([N:14]([CH2:20][C:21]4[CH:26]=[CH:25][C:24]([O:27][CH3:28])=[CH:23][C:22]=4[O:29][CH3:30])[C:15]4[S:19][N:18]=[CH:17][N:16]=4)(=[O:13])=[O:12])=[CH:8][CH:9]=3)[NH:4][CH:3]=2)=[C:34]([C:41]2[N:45]([CH3:46])[N:44]=[CH:43][CH:42]=2)[CH:33]=1. (2) Given the reactants [Cl:1][C:2]1[CH:7]=[CH:6][C:5]([C:8]2[NH:9][C:10]3[C:15]([C:16]=2[CH2:17][C:18]([OH:20])=[O:19])=[CH:14][CH:13]=[CH:12][CH:11]=3)=[CH:4][C:3]=1[S:21](=[O:30])(=[O:29])[NH:22][CH:23]1[CH2:28][CH2:27][CH2:26][CH2:25][CH2:24]1.CN(C(ON1N=NC2C=CC=CC1=2)=[N+](C)C)C.F[P-](F)(F)(F)(F)F.[CH3:55][CH2:56][N:57]([CH:61](C)C)[CH:58](C)C.CN(C)CCO, predict the reaction product. The product is: [CH3:58][N:57]([CH3:61])[CH2:56][CH2:55][O:19][C:18](=[O:20])[CH2:17][C:16]1[C:15]2[C:10](=[CH:11][CH:12]=[CH:13][CH:14]=2)[NH:9][C:8]=1[C:5]1[CH:6]=[CH:7][C:2]([Cl:1])=[C:3]([S:21](=[O:30])(=[O:29])[NH:22][CH:23]2[CH2:28][CH2:27][CH2:26][CH2:25][CH2:24]2)[CH:4]=1. (3) Given the reactants [Cl:1][C:2]1[CH:3]=[CH:4][CH:5]=[C:6]2[C:10]=1[N:9]([CH2:11][CH2:12][CH2:13][CH:14]([N:21]1[CH:25]=[N:24][CH:23]=[N:22]1)[C:15](=[O:20])[C:16]([CH3:19])([CH3:18])[CH3:17])[CH:8]=[CH:7]2.[BH4-].C([N+](CCCC)(CCCC)CCCC)CCC.[Cl-].[NH4+], predict the reaction product. The product is: [Cl:1][C:2]1[CH:3]=[CH:4][CH:5]=[C:6]2[C:10]=1[N:9]([CH2:11][CH2:12][CH2:13][CH:14]([N:21]1[CH:25]=[N:24][CH:23]=[N:22]1)[CH:15]([OH:20])[C:16]([CH3:19])([CH3:17])[CH3:18])[CH:8]=[CH:7]2. (4) Given the reactants [CH2:1]([O:3][C:4]([C:6]1[C:14]2[C:9](=[CH:10][CH:11]=[C:12]([CH2:15][C:16]([O:18][CH2:19][CH3:20])=[O:17])[CH:13]=2)[NH:8][C:7]=1[CH3:21])=[O:5])[CH3:2].[Br:22]Br, predict the reaction product. The product is: [CH2:1]([O:3][C:4]([C:6]1[C:14]2[C:9](=[CH:10][C:11]([Br:22])=[C:12]([CH2:15][C:16]([O:18][CH2:19][CH3:20])=[O:17])[CH:13]=2)[NH:8][C:7]=1[CH3:21])=[O:5])[CH3:2]. (5) Given the reactants [Cl:1][C:2]1[CH:41]=[CH:40][C:5]([CH2:6][C@H:7]([C:16]([N:18]2[CH:23]3[CH2:24][CH2:25][CH:19]2[CH2:20][CH:21]([N:26]([CH:34]2[CH2:39][CH2:38][CH2:37][CH2:36][CH2:35]2)[C:27]([N:29]([CH2:32][CH3:33])[CH2:30][CH3:31])=[O:28])[CH2:22]3)=[O:17])[NH:8][CH2:9][C@@H:10]2[CH2:14][C@@H:13]([OH:15])[CH2:12][NH:11]2)=[CH:4][CH:3]=1, predict the reaction product. The product is: [ClH:1].[Cl:1][C:2]1[CH:41]=[CH:40][C:5]([CH2:6][C@H:7]([C:16]([N:18]2[CH:23]3[CH2:24][CH2:25][CH:19]2[CH2:20][CH:21]([N:26]([CH:34]2[CH2:35][CH2:36][CH2:37][CH2:38][CH2:39]2)[C:27]([N:29]([CH2:32][CH3:33])[CH2:30][CH3:31])=[O:28])[CH2:22]3)=[O:17])[NH:8][CH2:9][C@@H:10]2[CH2:14][C@@H:13]([OH:15])[CH2:12][NH:11]2)=[CH:4][CH:3]=1. (6) The product is: [O:8]1[CH2:9][CH2:10][N:11]([CH2:14][C:15]([NH:17][C@@H:18]([CH3:22])[C:19]([NH:23][C@@H:24]([CH2:35][CH2:36][C:37]2[CH:38]=[CH:39][CH:40]=[CH:41][CH:42]=2)[C:25]([O:27][CH2:28][C:29]2[CH:34]=[CH:33][CH:32]=[CH:31][CH:30]=2)=[O:26])=[O:21])=[O:16])[CH2:12][CH2:13]1. Given the reactants CN1CCOCC1.[O:8]1[CH2:13][CH2:12][N:11]([CH2:14][C:15]([NH:17][C@@H:18]([CH3:22])[C:19]([OH:21])=O)=[O:16])[CH2:10][CH2:9]1.[NH2:23][C@@H:24]([CH2:35][CH2:36][C:37]1[CH:42]=[CH:41][CH:40]=[CH:39][CH:38]=1)[C:25]([O:27][CH2:28][C:29]1[CH:34]=[CH:33][CH:32]=[CH:31][CH:30]=1)=[O:26].CN(C(ON1N=NC2C=CC=NC1=2)=[N+](C)C)C.F[P-](F)(F)(F)(F)F, predict the reaction product. (7) Given the reactants C.C(O[C:7]([NH:9][C@H:10]([C:15]1[S:16][CH:17]=[C:18]([C:20]([O:22][CH2:23][CH3:24])=[O:21])[N:19]=1)CC(C)C)=[O:8])(C)(C)C.[C:25]([NH:35][C@H:36](C(O)=O)[CH2:37][CH:38]([CH3:40])[CH3:39])([O:27][CH2:28][C:29]1[CH:34]=[CH:33][CH:32]=[CH:31][CH:30]=1)=[O:26].C(N[C@H](C(N[C@H](C(O)=O)CC(C)C)=O)CC(C)C)(OCC1C=CC=CC=1)=O, predict the reaction product. The product is: [CH2:28]([O:27][C:25]([NH:35][C@@H:36]([CH2:37][CH:38]([CH3:40])[CH3:39])[C:7]([NH:9][CH2:10][C:15]1[S:16][CH:17]=[C:18]([C:20]([O:22][CH2:23][CH3:24])=[O:21])[N:19]=1)=[O:8])=[O:26])[C:29]1[CH:34]=[CH:33][CH:32]=[CH:31][CH:30]=1.